From a dataset of NCI-60 drug combinations with 297,098 pairs across 59 cell lines. Regression. Given two drug SMILES strings and cell line genomic features, predict the synergy score measuring deviation from expected non-interaction effect. (1) Drug 1: C1CN1C2=NC(=NC(=N2)N3CC3)N4CC4. Drug 2: C1=CC(=C2C(=C1NCCNCCO)C(=O)C3=C(C=CC(=C3C2=O)O)O)NCCNCCO. Cell line: RPMI-8226. Synergy scores: CSS=85.5, Synergy_ZIP=-5.47, Synergy_Bliss=-3.99, Synergy_Loewe=1.21, Synergy_HSA=4.05. (2) Synergy scores: CSS=40.0, Synergy_ZIP=3.36, Synergy_Bliss=6.19, Synergy_Loewe=3.70, Synergy_HSA=5.12. Drug 1: C1CCC(CC1)NC(=O)N(CCCl)N=O. Drug 2: C(CCl)NC(=O)N(CCCl)N=O. Cell line: SNB-19. (3) Drug 1: C1CCN(CC1)CCOC2=CC=C(C=C2)C(=O)C3=C(SC4=C3C=CC(=C4)O)C5=CC=C(C=C5)O. Drug 2: C1=CC(=C2C(=C1NCCNCCO)C(=O)C3=C(C=CC(=C3C2=O)O)O)NCCNCCO. Cell line: NCI-H226. Synergy scores: CSS=44.2, Synergy_ZIP=4.36, Synergy_Bliss=4.79, Synergy_Loewe=-19.2, Synergy_HSA=2.32. (4) Drug 1: C1=NC2=C(N1)C(=S)N=C(N2)N. Drug 2: CN(CCCl)CCCl.Cl. Cell line: BT-549. Synergy scores: CSS=17.4, Synergy_ZIP=-8.50, Synergy_Bliss=-6.43, Synergy_Loewe=-10.3, Synergy_HSA=-7.10. (5) Drug 1: CC1CCC2CC(C(=CC=CC=CC(CC(C(=O)C(C(C(=CC(C(=O)CC(OC(=O)C3CCCCN3C(=O)C(=O)C1(O2)O)C(C)CC4CCC(C(C4)OC)O)C)C)O)OC)C)C)C)OC. Drug 2: C(CCl)NC(=O)N(CCCl)N=O. Cell line: OVCAR-4. Synergy scores: CSS=10.3, Synergy_ZIP=-2.89, Synergy_Bliss=3.18, Synergy_Loewe=-6.36, Synergy_HSA=3.38. (6) Drug 1: C1CN(P(=O)(OC1)NCCCl)CCCl. Drug 2: C(CN)CNCCSP(=O)(O)O. Cell line: SR. Synergy scores: CSS=-3.15, Synergy_ZIP=2.12, Synergy_Bliss=6.02, Synergy_Loewe=4.75, Synergy_HSA=1.57.